This data is from Full USPTO retrosynthesis dataset with 1.9M reactions from patents (1976-2016). The task is: Predict the reactants needed to synthesize the given product. (1) Given the product [Cl:1][C:2]1[N:3]=[C:4]([NH:23][CH2:21][CH3:22])[C:5]2[CH2:11][O:10][CH2:9][CH:8]([C:12]3[CH:17]=[CH:16][C:15]([F:18])=[C:14]([F:19])[CH:13]=3)[C:6]=2[N:7]=1, predict the reactants needed to synthesize it. The reactants are: [Cl:1][C:2]1[N:3]=[C:4](Cl)[C:5]2[CH2:11][O:10][CH2:9][CH:8]([C:12]3[CH:17]=[CH:16][C:15]([F:18])=[C:14]([F:19])[CH:13]=3)[C:6]=2[N:7]=1.[CH2:21]([NH2:23])[CH3:22]. (2) Given the product [F:19][C:20]1[C:25]([F:26])=[CH:24][CH:23]=[CH:22][C:21]=1[CH:27]1[CH2:36][CH2:35][C:34]2[C:29](=[CH:30][CH:31]=[C:32]([OH:38])[CH:33]=2)[O:28]1, predict the reactants needed to synthesize it. The reactants are: FC1C=C(C2CCC3C(=CC=C(O)C=3)O2)C=CC=1.[F:19][C:20]1[C:25]([F:26])=[CH:24][CH:23]=[CH:22][C:21]=1[CH:27]1[CH2:36][CH:35](O)[C:34]2[C:29](=[CH:30][CH:31]=[C:32]([OH:38])[CH:33]=2)[O:28]1. (3) Given the product [C:1]([O:9][CH:10](/[CH:37]=[CH:38]/[C@@H:39]([C@@H:48]1[O:53][C@H:52]2[CH2:54][CH2:55][C@H:56]([CH2:58][C:59](=[O:106])[CH2:60][C@@H:70]3[C@@H:74]([O:75][CH3:76])[C@@H:73]([CH2:77][C@H:78]([O:88][Si:89]([C:92]([CH3:93])([CH3:94])[CH3:95])([CH3:91])[CH3:90])[CH2:79][O:80][Si:81]([C:84]([CH3:85])([CH3:86])[CH3:87])([CH3:83])[CH3:82])[O:72][C@H:71]3[CH2:96][CH2:97][O:98][Si:99]([CH2:104][CH3:105])([CH2:102][CH3:103])[CH2:100][CH3:101])[O:57][C@@H:51]2[C@H:50]([O:107][Si:108]([C:111]([CH3:114])([CH3:113])[CH3:112])([CH3:110])[CH3:109])[C@@H:49]1[O:115][Si:116]([C:119]([CH3:120])([CH3:121])[CH3:122])([CH3:117])[CH3:118])[O:40][Si:41]([C:44]([CH3:45])([CH3:47])[CH3:46])([CH3:43])[CH3:42])[CH2:11][CH2:12][C@@H:13]1[O:21][C@@H:20]2[C@@:15]([CH2:35][I:36])([O:16][C@@H:17]([CH2:22][C@@H:23]([CH3:34])[C:24]([O:26][S:27]([C:30]([F:32])([F:31])[F:33])(=[O:29])=[O:28])=[CH2:25])[CH2:18][CH2:19]2)[CH2:14]1)(=[O:8])[C:2]1[CH:7]=[CH:6][CH:5]=[CH:4][CH:3]=1, predict the reactants needed to synthesize it. The reactants are: [C:1]([O:9][CH:10](/[CH:37]=[CH:38]/[C@@H:39]([C@@H:48]1[O:53][C@H:52]2[CH2:54][CH2:55][C@H:56]([CH2:58][C:59](=[O:106])[CH:60]([C@@H:70]3[C@@H:74]([O:75][CH3:76])[C@@H:73]([CH2:77][C@H:78]([O:88][Si:89]([C:92]([CH3:95])([CH3:94])[CH3:93])([CH3:91])[CH3:90])[CH2:79][O:80][Si:81]([C:84]([CH3:87])([CH3:86])[CH3:85])([CH3:83])[CH3:82])[O:72][C@H:71]3[CH2:96][CH2:97][O:98][Si:99]([CH2:104][CH3:105])([CH2:102][CH3:103])[CH2:100][CH3:101])S(C3C=CC=CC=3)(=O)=O)[O:57][C@@H:51]2[C@H:50]([O:107][Si:108]([C:111]([CH3:114])([CH3:113])[CH3:112])([CH3:110])[CH3:109])[C@@H:49]1[O:115][Si:116]([C:119]([CH3:122])([CH3:121])[CH3:120])([CH3:118])[CH3:117])[O:40][Si:41]([C:44]([CH3:47])([CH3:46])[CH3:45])([CH3:43])[CH3:42])[CH2:11][CH2:12][C@@H:13]1[O:21][C@@H:20]2[C@@:15]([CH2:35][I:36])([O:16][C@@H:17]([CH2:22][C@@H:23]([CH3:34])[C:24]([O:26][S:27]([C:30]([F:33])([F:32])[F:31])(=[O:29])=[O:28])=[CH2:25])[CH2:18][CH2:19]2)[CH2:14]1)(=[O:8])[C:2]1[CH:7]=[CH:6][CH:5]=[CH:4][CH:3]=1.[C@H](O)(C([O-])=O)[C@@H](O)C([O-])=O.[Na+].[K+].C(=O)([O-])[O-].[K+].[K+].O.